Dataset: Forward reaction prediction with 1.9M reactions from USPTO patents (1976-2016). Task: Predict the product of the given reaction. (1) Given the reactants CC1(C)C(C)(C)OB([C:9]2[CH:14]=[CH:13][C:12]([N:15]3[C:19]4[CH:20]=[CH:21][CH:22]=[CH:23][C:18]=4[N:17]=[CH:16]3)=[CH:11][CH:10]=2)O1.[CH3:25][O:26][C:27]([C:29]1[N:30]([CH3:35])[C:31](Br)=[N:32][CH:33]=1)=[O:28].C(=O)([O-])[O-].[K+].[K+], predict the reaction product. The product is: [CH3:25][O:26][C:27]([C:29]1[N:30]([CH3:35])[C:31]([C:9]2[CH:10]=[CH:11][C:12]([N:15]3[C:19]4[CH:20]=[CH:21][CH:22]=[CH:23][C:18]=4[N:17]=[CH:16]3)=[CH:13][CH:14]=2)=[N:32][CH:33]=1)=[O:28]. (2) The product is: [Cl:19][C:20]1[C:21]([CH2:35][C:36](=[O:38])[N:39]2[CH2:44][CH2:43][CH2:42][CH2:41][CH2:40]2)=[C:22]([C:23]([O:28][CH3:29])=[CH:24][C:25]=1[O:26][CH3:27])[C:30]([N:32]([CH3:33])[CH3:34])=[O:31]. Given the reactants CN1CCOCC1.ClC1N=C(OC)N=C(OC)N=1.[Cl:19][C:20]1[C:25]([O:26][CH3:27])=[CH:24][C:23]([O:28][CH3:29])=[C:22]([C:30]([N:32]([CH3:34])[CH3:33])=[O:31])[C:21]=1[CH2:35][C:36]([OH:38])=O.[NH:39]1[CH2:44][CH2:43][CH2:42][CH2:41][CH2:40]1, predict the reaction product.